This data is from Catalyst prediction with 721,799 reactions and 888 catalyst types from USPTO. The task is: Predict which catalyst facilitates the given reaction. (1) Reactant: [OH:1][C:2]1[CH:3]=[C:4]([CH:9]=[C:10]([OH:12])[CH:11]=1)[C:5]([O:7][CH3:8])=[O:6].C(=O)([O-])[O-].[K+].[K+].[CH2:19](Br)[C:20]1[CH:25]=[CH:24][CH:23]=[CH:22][CH:21]=1. Product: [CH3:8][O:7][C:5](=[O:6])[C:4]1[CH:3]=[C:2]([OH:1])[CH:11]=[C:10]([O:12][CH2:19][C:20]2[CH:25]=[CH:24][CH:23]=[CH:22][CH:21]=2)[CH:9]=1. The catalyst class is: 21. (2) Reactant: [OH:1][C:2]1[C:3]2[O:15][N:14]=[C:13]([C:16]3[S:17][CH:18]=[CH:19][CH:20]=3)[C:4]=2[CH:5]=[N:6][C:7]=1[C:8]([O:10]CC)=O.[NH2:21][CH2:22][C:23]([OH:25])=[O:24].[O-]CC.[Na+].Cl. Product: [OH:1][C:2]1[C:3]2[O:15][N:14]=[C:13]([C:16]3[S:17][CH:18]=[CH:19][CH:20]=3)[C:4]=2[CH:5]=[N:6][C:7]=1[C:8]([NH:21][CH2:22][C:23]([OH:25])=[O:24])=[O:10]. The catalyst class is: 18. (3) Reactant: Cl.Cl.[NH2:3][CH2:4][C:5]1([NH2:8])[CH2:7][CH2:6]1.Cl[C:10]1[CH:15]=[CH:14][C:13]([C:16]#[N:17])=[CH:12][N:11]=1.C(=O)([O-])[O-].[K+].[K+].O1CCOCC1. Product: [C:16]([C:13]1[CH:14]=[CH:15][C:10]([NH:3][CH2:4][C:5]2([NH2:8])[CH2:7][CH2:6]2)=[N:11][CH:12]=1)#[N:17]. The catalyst class is: 5.